From a dataset of Peptide-MHC class I binding affinity with 185,985 pairs from IEDB/IMGT. Regression. Given a peptide amino acid sequence and an MHC pseudo amino acid sequence, predict their binding affinity value. This is MHC class I binding data. The peptide sequence is KRWIIMGLNK. The MHC is HLA-A68:01 with pseudo-sequence HLA-A68:01. The binding affinity (normalized) is 0.